From a dataset of Catalyst prediction with 721,799 reactions and 888 catalyst types from USPTO. Predict which catalyst facilitates the given reaction. (1) Reactant: [Cl:1][C:2]1[C:6]([Cl:7])=[C:5]([CH3:8])[NH:4][C:3]=1[C:9]([NH:11][C@H:12]1[CH2:17][CH2:16][N:15]([C:18]2[S:19][C:20]([C:31]([O:33]CC)=[O:32])=[C:21]([C:23]([NH:25][C@@H:26]([CH3:30])[CH2:27][O:28][CH3:29])=[O:24])[N:22]=2)[CH2:14][C@H:13]1[N:36]1[CH:40]=[N:39][CH:38]=[N:37]1)=[O:10].[OH-].[Ba+2].[OH-].Cl. Product: [Cl:1][C:2]1[C:6]([Cl:7])=[C:5]([CH3:8])[NH:4][C:3]=1[C:9]([NH:11][C@H:12]1[CH2:17][CH2:16][N:15]([C:18]2[S:19][C:20]([C:31]([OH:33])=[O:32])=[C:21]([C:23]([NH:25][C@@H:26]([CH3:30])[CH2:27][O:28][CH3:29])=[O:24])[N:22]=2)[CH2:14][C@H:13]1[N:36]1[CH:40]=[N:39][CH:38]=[N:37]1)=[O:10]. The catalyst class is: 24. (2) Reactant: [H-].[Na+].[C:3]([O:11][CH2:12][C:13]1[CH:18]=[CH:17][CH:16]=[CH:15][CH:14]=1)(=[O:10])[CH2:4][C:5]([O:7][CH2:8][CH3:9])=[O:6].[F:19][C:20]1[CH:21]=[C:22]([N+:27]([O-:29])=[O:28])[CH:23]=[CH:24][C:25]=1F. Product: [F:19][C:20]1[CH:21]=[C:22]([N+:27]([O-:29])=[O:28])[CH:23]=[CH:24][C:25]=1[CH:4]([C:3]([O:11][CH2:12][C:13]1[CH:14]=[CH:15][CH:16]=[CH:17][CH:18]=1)=[O:10])[C:5]([O:7][CH2:8][CH3:9])=[O:6]. The catalyst class is: 3. (3) Reactant: [Br:1][C:2]1[C:3]([NH2:9])=[N:4][CH:5]=[C:6]([Cl:8])[N:7]=1.[CH3:10][O:11][C:12]1[N:17]=[CH:16][C:15](B(O)O)=[CH:14][CH:13]=1.C(N(CC)C(C)C)(C)C. Product: [Br:1][C:2]1[C:3]([NH:9][C:15]2[CH:16]=[N:17][C:12]([O:11][CH3:10])=[CH:13][CH:14]=2)=[N:4][CH:5]=[C:6]([Cl:8])[N:7]=1. The catalyst class is: 221. (4) Reactant: [OH-].[Na+].C[O:4][C:5](=[O:36])/[C:6](/[NH:15][C:16](=[O:35])[C:17]1[CH:22]=[CH:21][C:20]([C:23](=[O:33])[CH2:24][CH2:25][C:26]2[CH:31]=[CH:30][CH:29]=[C:28]([OH:32])[CH:27]=2)=[CH:19][C:18]=1[Cl:34])=[CH:7]/[C:8]1[S:12][C:11]([CH3:13])=[N:10][C:9]=1[CH3:14]. Product: [Cl:34][C:18]1[CH:19]=[C:20]([C:23](=[O:33])[CH2:24][CH2:25][C:26]2[CH:31]=[CH:30][CH:29]=[C:28]([OH:32])[CH:27]=2)[CH:21]=[CH:22][C:17]=1[C:16]([NH:15]/[C:6](=[CH:7]\[C:8]1[S:12][C:11]([CH3:13])=[N:10][C:9]=1[CH3:14])/[C:5]([OH:36])=[O:4])=[O:35]. The catalyst class is: 111. (5) Reactant: [CH2:1]([O:10][C:11]1[CH:12]=[C:13]([CH:16]=[CH:17][N:18]=1)[C:14]#[N:15])[CH2:2][CH2:3][CH2:4][CH2:5][CH2:6][CH2:7][CH2:8][CH3:9].C[O-:20].[Na+].[OH-].[Li+]. Product: [CH2:1]([O:10][C:11]1[CH:12]=[C:13]([CH:16]=[CH:17][N:18]=1)[C:14]([NH2:15])=[O:20])[CH2:2][CH2:3][CH2:4][CH2:5][CH2:6][CH2:7][CH2:8][CH3:9]. The catalyst class is: 24. (6) Reactant: [O:1]1[CH2:6][CH2:5][C:4]([C:7]2[NH:8][C:9]3[C:14]([CH:15]=2)=[CH:13][C:12]([S:16]([CH3:19])(=[O:18])=[O:17])=[CH:11][CH:10]=3)=[CH:3][CH2:2]1.[H-].[Na+].[F:22][C:23]1[CH:30]=[CH:29][C:26]([CH2:27]Br)=[CH:25][CH:24]=1.[Cl-].[NH4+]. Product: [O:1]1[CH2:6][CH2:5][C:4]([C:7]2[N:8]([CH2:27][C:26]3[CH:29]=[CH:30][C:23]([F:22])=[CH:24][CH:25]=3)[C:9]3[C:14]([CH:15]=2)=[CH:13][C:12]([S:16]([CH3:19])(=[O:18])=[O:17])=[CH:11][CH:10]=3)=[CH:3][CH2:2]1. The catalyst class is: 9. (7) Reactant: [C:1]([C:5]1[CH:12]=[CH:11][C:8]([CH:9]=O)=[CH:7][CH:6]=1)([CH3:4])([CH3:3])[CH3:2].Cl.[F:14][C:15]1[CH:16]=[C:17]([CH2:25][CH2:26][NH2:27])[CH:18]=[C:19]([C:21]([F:24])([F:23])[F:22])[CH:20]=1.C(=O)([O-])[O-].[K+].[K+].[BH4-].[Na+].Cl. Product: [C:1]([C:5]1[CH:12]=[CH:11][C:8]([CH2:9][NH:27][CH2:26][CH2:25][C:17]2[CH:18]=[C:19]([C:21]([F:22])([F:23])[F:24])[CH:20]=[C:15]([F:14])[CH:16]=2)=[CH:7][CH:6]=1)([CH3:4])([CH3:3])[CH3:2]. The catalyst class is: 5.